The task is: Predict the reaction yield, written as a fraction of the theoretical maximum amount of product (1.0 means a 100% yield; for example, 0.34 means a 34% yield).. This data is from Reaction yield outcomes from USPTO patents with 853,638 reactions. The reactants are Br[C:2]1[C:7]([F:8])=[CH:6][CH:5]=[C:4]([CH3:9])[N:3]=1.[F:10][C:11]1[C:16]([O:17][CH3:18])=[CH:15][CH:14]=[C:13]([F:19])[C:12]=1B(O)O. No catalyst specified. The product is [F:10][C:11]1[C:16]([O:17][CH3:18])=[CH:15][CH:14]=[C:13]([F:19])[C:12]=1[C:2]1[C:7]([F:8])=[CH:6][CH:5]=[C:4]([CH3:9])[N:3]=1. The yield is 0.600.